Predict the product of the given reaction. From a dataset of Forward reaction prediction with 1.9M reactions from USPTO patents (1976-2016). (1) Given the reactants [OH:1][C:2]1[CH:3]=[C:4]([CH2:8][CH2:9][C:10]([OH:12])=[O:11])[CH:5]=[CH:6][CH:7]=1.S(=O)(=O)(O)O.[CH2:18](O)[CH3:19], predict the reaction product. The product is: [CH2:18]([O:11][C:10](=[O:12])[CH2:9][CH2:8][C:4]1[CH:5]=[CH:6][CH:7]=[C:2]([OH:1])[CH:3]=1)[CH3:19]. (2) Given the reactants [Cl-].[Al+3].[Cl-].[Cl-].[CH2:5]([C:7]1[CH:12]=[CH:11][C:10]([O:13]C)=[CH:9][CH:8]=1)[CH3:6].[C:15](Cl)(=[O:22])C1C=CC=CC=1, predict the reaction product. The product is: [CH2:5]([C:7]1[CH:8]=[CH:9][C:10]([OH:13])=[C:11]([CH:15]=[O:22])[CH:12]=1)[CH3:6]. (3) Given the reactants [C:1]([C:9]1[CH:31]=[C:30]([Br:32])[CH:29]=[CH:28][C:10]=1[C:11]([N:13]([CH2:23][CH:24]([OH:27])[CH2:25][CH3:26])[CH2:14][C:15]1[CH:20]=[CH:19][C:18]([O:21][CH3:22])=[CH:17][CH:16]=1)=[O:12])(=[O:8])[C:2]1[CH:7]=[CH:6][CH:5]=[CH:4][CH:3]=1.C[N+]1([O-])CCOCC1, predict the reaction product. The product is: [C:1]([C:9]1[CH:31]=[C:30]([Br:32])[CH:29]=[CH:28][C:10]=1[C:11]([N:13]([CH2:14][C:15]1[CH:16]=[CH:17][C:18]([O:21][CH3:22])=[CH:19][CH:20]=1)[CH2:23][C:24](=[O:27])[CH2:25][CH3:26])=[O:12])(=[O:8])[C:2]1[CH:7]=[CH:6][CH:5]=[CH:4][CH:3]=1.